Dataset: Peptide-MHC class I binding affinity with 185,985 pairs from IEDB/IMGT. Task: Regression. Given a peptide amino acid sequence and an MHC pseudo amino acid sequence, predict their binding affinity value. This is MHC class I binding data. (1) The peptide sequence is TPKAQREIF. The MHC is HLA-B07:02 with pseudo-sequence HLA-B07:02. The binding affinity (normalized) is 0.105. (2) The peptide sequence is DYRHYSASF. The MHC is HLA-A01:01 with pseudo-sequence HLA-A01:01. The binding affinity (normalized) is 0.0165. (3) The peptide sequence is PLTFGWCYKL. The MHC is HLA-B18:01 with pseudo-sequence HLA-B18:01. The binding affinity (normalized) is 0.788.